From a dataset of Forward reaction prediction with 1.9M reactions from USPTO patents (1976-2016). Predict the product of the given reaction. (1) Given the reactants [OH:1][C:2]1[C:3]([S:15](=[O:18])(=[O:17])[NH2:16])=[C:4]([NH:8][C:9](=[O:14])[C:10]([CH3:13])([CH3:12])[CH3:11])[CH:5]=[CH:6][CH:7]=1.CO[CH:21](OC)[N:22]([CH3:24])[CH3:23], predict the reaction product. The product is: [CH3:21][N:22]([CH3:24])/[CH:23]=[N:16]/[S:15]([C:3]1[C:2]([OH:1])=[CH:7][CH:6]=[CH:5][C:4]=1[NH:8][C:9](=[O:14])[C:10]([CH3:13])([CH3:12])[CH3:11])(=[O:18])=[O:17]. (2) The product is: [F:1][C:2]1[C:7]([O:8][CH3:9])=[CH:6][C:5]([O:10][CH3:11])=[C:4]([F:12])[C:3]=1[N:13]1[C:22](=[O:23])[C:21]2([CH2:25][CH2:24]2)[C:20]2[C:15](=[CH:16][N:17]=[C:18]([C:26]3[CH:27]=[N:28][N:29]([CH:31]4[CH2:34][N:33]([S:50]([CH3:49])(=[O:52])=[O:51])[CH2:32]4)[CH:30]=3)[CH:19]=2)[CH2:14]1. Given the reactants [F:1][C:2]1[C:7]([O:8][CH3:9])=[CH:6][C:5]([O:10][CH3:11])=[C:4]([F:12])[C:3]=1[N:13]1[C:22](=[O:23])[C:21]2([CH2:25][CH2:24]2)[C:20]2[C:15](=[CH:16][N:17]=[C:18]([C:26]3[CH:27]=[N:28][N:29]([CH:31]4[CH2:34][N:33](C(OC(C)(C)C)=O)[CH2:32]4)[CH:30]=3)[CH:19]=2)[CH2:14]1.C(N(CC)CC)C.[CH3:49][S:50](Cl)(=[O:52])=[O:51], predict the reaction product. (3) Given the reactants C([N:8]1[CH2:17][C:16]2[N:15]=[CH:14][CH:13]=[CH:12][C:11]=2[CH2:10][CH2:9]1)C1C=CC=CC=1.[ClH:18].[H][H], predict the reaction product. The product is: [ClH:18].[N:15]1[C:16]2[CH2:17][NH:8][CH2:9][CH2:10][C:11]=2[CH:12]=[CH:13][CH:14]=1. (4) Given the reactants [C:1]([C:5]1[CH:10]=[C:9](Br)[C:8]([N+:12]([O-:14])=[O:13])=[CH:7][C:6]=1[O:15][CH3:16])([CH3:4])([CH3:3])[CH3:2].[F-:17].[K+].[K+].[Br-].Cl[C:22]([F:28])([F:27])C(OC)=O, predict the reaction product. The product is: [C:1]([C:5]1[CH:10]=[C:9]([C:22]([F:28])([F:17])[F:27])[C:8]([N+:12]([O-:14])=[O:13])=[CH:7][C:6]=1[O:15][CH3:16])([CH3:4])([CH3:3])[CH3:2]. (5) Given the reactants [Cl:1][C:2]1[CH:3]=[C:4]([N:9]([CH2:14][CH2:15][O:16][CH3:17])[CH2:10][C:11]([OH:13])=O)[CH:5]=[CH:6][C:7]=1[Cl:8].[Li].[CH2:19]([N:21]([CH2:24][CH3:25])[CH2:22][CH3:23])[CH3:20].F[P-](F)(F)(F)(F)F.N1(O[P+](N(C)C)(N(C)C)N(C)C)[C:37]2[CH:38]=[CH:39][CH:40]=[CH:41][C:36]=2N=N1.F[C:54](F)(F)[C:55](O)=O.C[C:61]#[N:62].O, predict the reaction product. The product is: [C:55]1([C:36]2[CH:37]=[CH:38][CH:39]=[CH:40][CH:41]=2)[CH:54]=[CH:6][C:7]([CH:20]([N:62]([CH3:61])[C:11](=[O:13])[CH2:10][N:9]([C:4]2[CH:5]=[CH:6][C:7]([Cl:8])=[C:2]([Cl:1])[CH:3]=2)[CH2:14][CH2:15][O:16][CH3:17])[CH2:19][N:21]2[CH2:24][CH2:25][CH2:23][CH2:22]2)=[CH:2][CH:3]=1. (6) Given the reactants [NH2:1][C:2]1[CH:9]=[CH:8][C:7]([Cl:10])=[CH:6][C:3]=1[C:4]#[N:5].[C:11]([C:15]1[CH:20]=[CH:19][C:18]([S:21](Cl)(=[O:23])=[O:22])=[CH:17][CH:16]=1)([CH3:14])([CH3:13])[CH3:12], predict the reaction product. The product is: [C:11]([C:15]1[CH:20]=[CH:19][C:18]([S:21]([NH:1][C:2]2[CH:9]=[CH:8][C:7]([Cl:10])=[CH:6][C:3]=2[C:4]#[N:5])(=[O:23])=[O:22])=[CH:17][CH:16]=1)([CH3:14])([CH3:12])[CH3:13].